From a dataset of Forward reaction prediction with 1.9M reactions from USPTO patents (1976-2016). Predict the product of the given reaction. (1) The product is: [C:4]([O:3][C:1]([NH:8][C@H:9]([CH2:10][O:11][CH2:22][C:21]1[CH:24]=[CH:25][C:18]([F:17])=[CH:19][CH:20]=1)[C:12]([OH:14])=[O:13])=[O:2])([CH3:7])([CH3:6])[CH3:5]. Given the reactants [C:1]([NH:8][C@@H:9]([C:12]([OH:14])=[O:13])[CH2:10][OH:11])([O:3][C:4]([CH3:7])([CH3:6])[CH3:5])=[O:2].[H-].[Na+].[F:17][C:18]1[CH:25]=[CH:24][C:21]([CH2:22]Br)=[CH:20][CH:19]=1, predict the reaction product. (2) Given the reactants [Cl:1][C:2]1[N:3]=[CH:4][N:5]([C:7]2[CH:12]=[CH:11][C:10]([NH:13][C:14](SC)=[NH:15])=[CH:9][C:8]=2[O:18][CH3:19])[CH:6]=1.[Cl:20][CH2:21][CH2:22][CH2:23][CH2:24][CH:25]([C:29]1[CH:34]=[C:33]([F:35])[C:32]([F:36])=[C:31]([F:37])[CH:30]=1)[C:26](O)=O.[NH2:38][NH2:39], predict the reaction product. The product is: [Cl:20][CH2:21][CH2:22][CH2:23][CH2:24][CH:25]([C:26]1[NH:39][N:38]=[C:14]([NH:13][C:10]2[CH:11]=[CH:12][C:7]([N:5]3[CH:6]=[C:2]([Cl:1])[N:3]=[CH:4]3)=[C:8]([O:18][CH3:19])[CH:9]=2)[N:15]=1)[C:29]1[CH:34]=[C:33]([F:35])[C:32]([F:36])=[C:31]([F:37])[CH:30]=1. (3) Given the reactants O[C:2]1[N:6]([C:7]2[CH:12]=[CH:11][C:10]([S:13]([CH3:16])(=[O:15])=[O:14])=[CH:9][CH:8]=2)[N:5]=[C:4]([C:17]2[CH:26]=[CH:25][C:20]([C:21]([O:23][CH3:24])=[O:22])=[CH:19][CH:18]=2)[CH:3]=1.P(Br)(Br)[Br:28].C(=O)(O)[O-].[Na+], predict the reaction product. The product is: [Br:28][C:2]1[N:6]([C:7]2[CH:12]=[CH:11][C:10]([S:13]([CH3:16])(=[O:15])=[O:14])=[CH:9][CH:8]=2)[N:5]=[C:4]([C:17]2[CH:26]=[CH:25][C:20]([C:21]([O:23][CH3:24])=[O:22])=[CH:19][CH:18]=2)[CH:3]=1. (4) Given the reactants O=[C:2]1[NH:7][C:6]([NH:8][C:9](=[O:17])[CH2:10][CH2:11][CH2:12][CH2:13][CH2:14][CH2:15][CH3:16])=[N:5][C:4]2[NH:18][C:19]([CH2:21][N:22]3[CH2:26][CH2:25][CH2:24][CH2:23]3)=[CH:20][C:3]1=2.C1(N(C)C)C=CC=CC=1.O=P(Cl)(Cl)[Cl:38], predict the reaction product. The product is: [Cl:38][C:2]1[C:3]2[CH:20]=[C:19]([CH2:21][N:22]3[CH2:26][CH2:25][CH2:24][CH2:23]3)[NH:18][C:4]=2[N:5]=[C:6]([NH:8][C:9](=[O:17])[CH2:10][CH2:11][CH2:12][CH2:13][CH2:14][CH2:15][CH3:16])[N:7]=1. (5) Given the reactants [Cl:1][C:2]1[S:33][C:5]2[C:6]3([CH2:16][CH2:15][N:14]([CH2:17][C:18]4[C:19]([CH3:32])=[N:20][N:21]([C:23]5[C:30]([F:31])=[CH:29][CH:28]=[CH:27][C:24]=5[CH:25]=O)[CH:22]=4)[CH2:13][CH2:12]3)[O:7][CH2:8][C:9]([F:11])([F:10])[C:4]=2[CH:3]=1.[CH3:34][O:35][CH2:36][CH2:37][NH2:38], predict the reaction product. The product is: [Cl:1][C:2]1[S:33][C:5]2[C:6]3([CH2:16][CH2:15][N:14]([CH2:17][C:18]4[C:19]([CH3:32])=[N:20][N:21]([C:23]5[C:30]([F:31])=[CH:29][CH:28]=[CH:27][C:24]=5[CH:25]=[N:38][CH2:37][CH2:36][O:35][CH3:34])[CH:22]=4)[CH2:13][CH2:12]3)[O:7][CH2:8][C:9]([F:11])([F:10])[C:4]=2[CH:3]=1. (6) Given the reactants [NH2:1][C:2]1[N:9]=[CH:8][CH:7]=[CH:6][C:3]=1[C:4]#[N:5].C(=O)([O-])[O-].[Na+].[Na+].[Br:16]Br, predict the reaction product. The product is: [NH2:1][C:2]1[N:9]=[CH:8][C:7]([Br:16])=[CH:6][C:3]=1[C:4]#[N:5].